The task is: Predict which catalyst facilitates the given reaction.. This data is from Catalyst prediction with 721,799 reactions and 888 catalyst types from USPTO. Reactant: [Cl:1][C:2]1[C:7]([C:8](Cl)=[O:9])=[C:6]([Cl:11])[N:5]=[CH:4][N:3]=1.[Si:12]([O:19][CH2:20][CH2:21][NH:22][C:23]1[CH:24]=[CH:25][C:26]([O:29][CH2:30][C:31]([CH3:37])([CH3:36])[C:32]([O:34][CH3:35])=[O:33])=[N:27][CH:28]=1)([C:15]([CH3:18])([CH3:17])[CH3:16])([CH3:14])[CH3:13].C(N(CC)CC)C. Product: [Si:12]([O:19][CH2:20][CH2:21][N:22]([C:23]1[CH:24]=[CH:25][C:26]([O:29][CH2:30][C:31]([CH3:37])([CH3:36])[C:32]([O:34][CH3:35])=[O:33])=[N:27][CH:28]=1)[C:8]([C:7]1[C:6]([Cl:11])=[N:5][CH:4]=[N:3][C:2]=1[Cl:1])=[O:9])([C:15]([CH3:18])([CH3:17])[CH3:16])([CH3:13])[CH3:14]. The catalyst class is: 7.